This data is from Reaction yield outcomes from USPTO patents with 853,638 reactions. The task is: Predict the reaction yield, written as a fraction of the theoretical maximum amount of product (1.0 means a 100% yield; for example, 0.34 means a 34% yield). (1) The reactants are [Br:1][CH2:2][CH2:3][CH2:4][CH2:5][CH2:6][C:7]([CH3:11])([CH3:10])[CH2:8][OH:9].[O:12]1[CH:17]=[CH:16][CH2:15][CH2:14][CH2:13]1. The catalyst is ClCCl.C1(C)C=CC(S(O)(=O)=O)=CC=1. The product is [Br:1][CH2:2][CH2:3][CH2:4][CH2:5][CH2:6][C:7]([CH3:11])([CH3:10])[CH2:8][O:9][CH:13]1[CH2:14][CH2:15][CH2:16][CH2:17][O:12]1. The yield is 0.480. (2) The reactants are [Br:1]Br.[Br:3][C:4]1[CH:5]=[C:6]([C:11]([F:14])([F:13])[F:12])[C:7](N)=[N:8][CH:9]=1.Br.N([O-])=O.[Na+].[OH-].[K+]. The catalyst is O. The product is [Br:1][C:7]1[C:6]([C:11]([F:14])([F:13])[F:12])=[CH:5][C:4]([Br:3])=[CH:9][N:8]=1. The yield is 0.630. (3) The reactants are [CH:1]([C:3]1[C:4]([F:15])=[CH:5][N:6]=[C:7]2[C:12]=1[N:11]=[C:10]([O:13][CH3:14])[CH:9]=[CH:8]2)=[CH2:2].[CH3:16][C:17]([Si:20]([CH3:30])([CH3:29])[O:21][CH2:22][CH:23]1[CH2:28][NH:27][CH2:26][CH2:25][NH:24]1)([CH3:19])[CH3:18]. The catalyst is CCO. The product is [CH3:19][C:17]([Si:20]([CH3:30])([CH3:29])[O:21][CH2:22][CH:23]1[NH:24][CH2:25][CH2:26][N:27]([CH2:2][CH2:1][C:3]2[C:4]([F:15])=[CH:5][N:6]=[C:7]3[C:12]=2[N:11]=[C:10]([O:13][CH3:14])[CH:9]=[CH:8]3)[CH2:28]1)([CH3:16])[CH3:18]. The yield is 0.660. (4) The reactants are [F:1][C:2]1[CH:22]=[CH:21][CH:20]=[CH:19][C:3]=1[CH2:4][O:5][C:6]1[CH:18]=[CH:17][C:9]([CH:10]=[N:11][C@H:12]([CH3:16])[C:13]([NH2:15])=[O:14])=[CH:8][CH:7]=1.[BH4-].[Na+]. The catalyst is CO. The product is [F:1][C:2]1[CH:22]=[CH:21][CH:20]=[CH:19][C:3]=1[CH2:4][O:5][C:6]1[CH:7]=[CH:8][C:9]([CH2:10][NH:11][C@H:12]([CH3:16])[C:13]([NH2:15])=[O:14])=[CH:17][CH:18]=1. The yield is 0.940. (5) The reactants are [BH4-].[Na+].[Cl-].[Ca+2].[Cl-].[C:6]([C:8]1[CH:13]=[CH:12][CH:11]=[CH:10][C:9]=1[C:14]1[CH:19]=[CH:18][C:17]([CH2:20][C:21]2[C:26](=[O:27])[N:25]([C:28]3[CH:42]=[CH:41][C:31]([O:32][C:33]([CH3:40])([CH3:39])[C:34](OCC)=[O:35])=[CH:30][CH:29]=3)[C:24]([CH2:43][CH3:44])=[N:23][C:22]=2[CH2:45][CH2:46][CH3:47])=[CH:16][CH:15]=1)#[N:7]. The catalyst is C(O)C.O1CCCC1.C(OCC)(=O)C.Cl. The product is [CH2:43]([C:24]1[N:25]([C:28]2[CH:29]=[CH:30][C:31]([O:32][C:33]([CH3:40])([CH3:39])[CH2:34][OH:35])=[CH:41][CH:42]=2)[C:26](=[O:27])[C:21]([CH2:20][C:17]2[CH:16]=[CH:15][C:14]([C:9]3[C:8]([C:6]#[N:7])=[CH:13][CH:12]=[CH:11][CH:10]=3)=[CH:19][CH:18]=2)=[C:22]([CH2:45][CH2:46][CH3:47])[N:23]=1)[CH3:44]. The yield is 0.710. (6) The reactants are [CH3:1][O:2][C:3](=[O:38])[C:4]1[CH:9]=[CH:8][C:7]([CH2:10][N:11]2[CH:15]=[C:14]([C:16]3[CH:21]=[CH:20][C:19]([Cl:22])=[CH:18][C:17]=3[Cl:23])[N:13]=[C:12]2[CH2:24][C:25]2[CH:30]=[CH:29][C:28]([C:31]3[CH:36]=[CH:35][CH:34]=[C:33]([NH2:37])[CH:32]=3)=[CH:27][CH:26]=2)=[CH:6][CH:5]=1.[F:39][C:40]([F:47])([F:46])[CH2:41][S:42](Cl)(=[O:44])=[O:43]. No catalyst specified. The product is [CH3:1][O:2][C:3](=[O:38])[C:4]1[CH:9]=[CH:8][C:7]([CH2:10][N:11]2[CH:15]=[C:14]([C:16]3[CH:21]=[CH:20][C:19]([Cl:22])=[CH:18][C:17]=3[Cl:23])[N:13]=[C:12]2[CH2:24][C:25]2[CH:30]=[CH:29][C:28]([C:31]3[CH:36]=[CH:35][CH:34]=[C:33]([NH:37][S:42]([CH2:41][C:40]([F:47])([F:46])[F:39])(=[O:44])=[O:43])[CH:32]=3)=[CH:27][CH:26]=2)=[CH:6][CH:5]=1. The yield is 0.580. (7) The reactants are [F:1][C:2]1[CH:7]=[C:6]([O:8][C:9]2[CH:10]=[N:11][C:12]([N+:15]([O-])=O)=[CH:13][CH:14]=2)[CH:5]=[CH:4][C:3]=1[NH:18][C:19](=[O:28])[O:20][CH2:21][C:22]1[CH:27]=[CH:26][CH:25]=[CH:24][CH:23]=1.O.[Cl-].[Ca+2].[Cl-]. The catalyst is C(O)C. The product is [NH2:15][C:12]1[N:11]=[CH:10][C:9]([O:8][C:6]2[CH:5]=[CH:4][C:3]([NH:18][C:19](=[O:28])[O:20][CH2:21][C:22]3[CH:27]=[CH:26][CH:25]=[CH:24][CH:23]=3)=[C:2]([F:1])[CH:7]=2)=[CH:14][CH:13]=1. The yield is 0.760. (8) The reactants are CC([O-])(C)C.[K+].Cl[C:8]1[CH:13]=[CH:12][N:11]=[C:10]2[CH:14]=[CH:15][S:16][C:9]=12.COC(=O)CC[S:22][C:23]1[CH:24]=[C:25]([O:49][C:50]2[CH:55]=[CH:54][CH:53]=[CH:52][CH:51]=2)[C:26]([NH:29][C:30]2[S:31][CH:32]=[C:33]([CH2:35][CH:36]3[CH2:41][CH2:40][N:39]([C:42]([O:44][C:45]([CH3:48])([CH3:47])[CH3:46])=[O:43])[CH2:38][CH2:37]3)[N:34]=2)=[N:27][CH:28]=1. The catalyst is CS(C)=O. The product is [O:49]([C:25]1[C:26]([NH:29][C:30]2[S:31][CH:32]=[C:33]([CH2:35][CH:36]3[CH2:37][CH2:38][N:39]([C:42]([O:44][C:45]([CH3:48])([CH3:47])[CH3:46])=[O:43])[CH2:40][CH2:41]3)[N:34]=2)=[N:27][CH:28]=[C:23]([S:22][C:8]2[CH:13]=[CH:12][N:11]=[C:10]3[CH:14]=[CH:15][S:16][C:9]=23)[CH:24]=1)[C:50]1[CH:55]=[CH:54][CH:53]=[CH:52][CH:51]=1. The yield is 0.974. (9) The catalyst is CCO.[Pd].C(Cl)Cl. The reactants are [Cl:1][C:2]1[C:7]([C:8]([F:11])([F:10])[F:9])=[CH:6][CH:5]=[CH:4][C:3]=1[C:12]([N:14]1[CH:19]=[CH:18][C:17]2[N:20]([C:23]3[CH:28]=[CH:27][C:26]([F:29])=[CH:25][N:24]=3)[CH:21]=[N:22][C:16]=2[CH:15]1[CH3:30])=[O:13]. The product is [Cl:1][C:2]1[C:7]([C:8]([F:9])([F:10])[F:11])=[CH:6][CH:5]=[CH:4][C:3]=1[C:12]([N:14]1[CH2:19][CH2:18][C:17]2[N:20]([C:23]3[CH:28]=[CH:27][C:26]([F:29])=[CH:25][N:24]=3)[CH:21]=[N:22][C:16]=2[CH:15]1[CH3:30])=[O:13]. The yield is 0.620. (10) The reactants are [BH4-].[Na+].CO.[CH3:5][O:6][C:7](=[O:32])[CH2:8][CH2:9][CH2:10][CH:11]=[CH:12][CH2:13][N:14]1[C@@H:19](/[CH:20]=[CH:21]/[C:22](=[O:30])[CH2:23][C:24]2[CH:29]=[CH:28][CH:27]=[CH:26][CH:25]=2)[CH2:18][CH2:17][CH2:16][C:15]1=[O:31]. The catalyst is C(Cl)Cl. The product is [CH3:5][O:6][C:7](=[O:32])[CH2:8][CH2:9][CH2:10]/[CH:11]=[CH:12]\[CH2:13][N:14]1[C:15](=[O:31])[CH2:16][CH2:17][CH2:18][C@@H:19]1/[CH:20]=[CH:21]/[CH:22]([OH:30])[CH2:23][C:24]1[CH:29]=[CH:28][CH:27]=[CH:26][CH:25]=1. The yield is 0.980.